Dataset: Peptide-MHC class II binding affinity with 134,281 pairs from IEDB. Task: Regression. Given a peptide amino acid sequence and an MHC pseudo amino acid sequence, predict their binding affinity value. This is MHC class II binding data. (1) The peptide sequence is KRHPNNTIFSVDK. The MHC is HLA-DQA10501-DQB10301 with pseudo-sequence HLA-DQA10501-DQB10301. The binding affinity (normalized) is 0.0724. (2) The peptide sequence is TTAAGAASGAATVAA. The MHC is DRB1_0401 with pseudo-sequence DRB1_0401. The binding affinity (normalized) is 0.166. (3) The peptide sequence is LFTFVLLLSGQITWR. The MHC is DRB1_0701 with pseudo-sequence DRB1_0701. The binding affinity (normalized) is 0.468.